From a dataset of Reaction yield outcomes from USPTO patents with 853,638 reactions. Predict the reaction yield, written as a fraction of the theoretical maximum amount of product (1.0 means a 100% yield; for example, 0.34 means a 34% yield). The reactants are [H-].[Na+].[Cl:3][C:4]1[C:13]2[C:8](=[CH:9][CH:10]=[CH:11][CH:12]=2)[CH:7]=[C:6]([OH:14])[N:5]=1.[CH2:15](Br)[CH:16]=[CH2:17]. The catalyst is CN(C=O)C.C(OCC)(=O)C. The product is [CH2:17]([O:14][C:6]1[N:5]=[C:4]([Cl:3])[C:13]2[C:8]([CH:7]=1)=[CH:9][CH:10]=[CH:11][CH:12]=2)[CH:16]=[CH2:15]. The yield is 0.690.